From a dataset of Full USPTO retrosynthesis dataset with 1.9M reactions from patents (1976-2016). Predict the reactants needed to synthesize the given product. (1) Given the product [CH:39]1([CH2:38][NH:37][C:3]([C:5]2[C:6]3[N:28]([CH2:29][C:30]4[CH:35]=[CH:34][CH:33]=[CH:32][CH:31]=4)[C:27](=[O:36])[NH:26][C:7]=3[C:8]([N:11]([CH2:12][C:13]3[CH:18]=[CH:17][CH:16]=[CH:15][CH:14]=3)[CH2:19][C:20]3[CH:21]=[CH:22][CH:23]=[CH:24][CH:25]=3)=[N:9][CH:10]=2)=[O:2])[CH2:41][CH2:40]1, predict the reactants needed to synthesize it. The reactants are: C[O:2][C:3]([C:5]1[C:6]2[N:28]([CH2:29][C:30]3[CH:35]=[CH:34][CH:33]=[CH:32][CH:31]=3)[C:27](=[O:36])[NH:26][C:7]=2[C:8]([N:11]([CH2:19][C:20]2[CH:25]=[CH:24][CH:23]=[CH:22][CH:21]=2)[CH2:12][C:13]2[CH:18]=[CH:17][CH:16]=[CH:15][CH:14]=2)=[N:9][CH:10]=1)=O.[NH2:37][CH2:38][CH:39]1[CH2:41][CH2:40]1. (2) Given the product [O:11]=[C:12]1[NH:16][C:15](=[O:17])[C:14](=[CH:18][C:19]2[CH:20]=[CH:21][C:22]([F:47])=[C:23]([C:25]3[N:30]=[C:29]([N:31]4[CH2:37][CH2:36][CH2:35][N:34]([C:38]([NH:40][C:41]5[CH:46]=[CH:45][CH:44]=[CH:43][CH:42]=5)=[O:39])[CH2:33][CH2:32]4)[CH:28]=[N:27][CH:26]=3)[CH:24]=2)[S:13]1, predict the reactants needed to synthesize it. The reactants are: C1(NC(Cl)=O)C=CC=CC=1.[O:11]=[C:12]1[NH:16][C:15](=[O:17])/[C:14](=[CH:18]/[C:19]2[CH:20]=[CH:21][C:22]([F:47])=[C:23]([C:25]3[N:30]=[C:29]([N:31]4[CH2:37][CH2:36][CH2:35][N:34]([C:38]([NH:40][C:41]5[CH:46]=[CH:45][CH:44]=[CH:43][CH:42]=5)=[O:39])[CH2:33][CH2:32]4)[CH:28]=[N:27][CH:26]=3)[CH:24]=2)/[S:13]1. (3) Given the product [F:25][C:24]([F:27])([F:26])[C:21]1[N:22]=[CH:23][C:18]([NH:1][CH2:2][C@@H:3]2[CH2:9][C@H:8]3[C@H:6]([CH2:7]3)[CH2:5][N:4]2[C:10]([O:12][C:13]([CH3:16])([CH3:15])[CH3:14])=[O:11])=[N:19][CH:20]=1, predict the reactants needed to synthesize it. The reactants are: [NH2:1][CH2:2][C@@H:3]1[CH2:9][C@H:8]2[C@H:6]([CH2:7]2)[CH2:5][N:4]1[C:10]([O:12][C:13]([CH3:16])([CH3:15])[CH3:14])=[O:11].Br[C:18]1[CH:23]=[N:22][C:21]([C:24]([F:27])([F:26])[F:25])=[CH:20][N:19]=1.C(=O)([O-])[O-].[Na+].[Na+]. (4) Given the product [F:36][C:2]1([F:1])[C:4]2([CH2:8][C@@H:7]([C:9]([NH:10][CH2:11][C:12]3[CH:17]=[C:16]([C:18]4[CH:19]=[N:20][C:21]([C:24]([F:26])([F:27])[F:25])=[CH:22][CH:23]=4)[N:15]=[CH:14][N:13]=3)=[O:28])[NH:6][CH2:5]2)[CH2:3]1, predict the reactants needed to synthesize it. The reactants are: [F:1][C:2]1([F:36])[C:4]2([CH2:8][C@@H:7]([C:9](=[O:28])[NH:10][CH2:11][C:12]3[CH:17]=[C:16]([C:18]4[CH:19]=[N:20][C:21]([C:24]([F:27])([F:26])[F:25])=[CH:22][CH:23]=4)[N:15]=[CH:14][N:13]=3)[N:6](C(OC(C)(C)C)=O)[CH2:5]2)[CH2:3]1.Cl. (5) Given the product [CH:26]1([C:29]2[NH:33][N:32]=[C:31]([NH:34][C:2]3[C:11]4=[N:12][NH:13][CH:14]=[C:10]4[C:9]4[C:8]([O:24][CH3:25])=[CH:7][CH:6]=[CH:5][C:4]=4[N:3]=3)[CH:30]=2)[CH2:28][CH2:27]1, predict the reactants needed to synthesize it. The reactants are: Cl[C:2]1[C:11]2=[N:12][N:13](CC3C=CC(OC)=CC=3)[CH:14]=[C:10]2[C:9]2[C:8]([O:24][CH3:25])=[CH:7][CH:6]=[CH:5][C:4]=2[N:3]=1.[CH:26]1([C:29]2[NH:33][N:32]=[C:31]([NH2:34])[CH:30]=2)[CH2:28][CH2:27]1.Cl. (6) The reactants are: [N:1]1([CH2:6][C:7]([OH:9])=O)[CH:5]=[CH:4][N:3]=[CH:2]1.[N+:10]([C:13]1[CH:18]=[C:17]([NH2:19])[CH:16]=[CH:15][C:14]=1[NH2:20])([O-:12])=[O:11].C(OP(ON1C(=O)C2C=CC=CC=2N=N1)(OCC)=O)C.C(N(CC)CC)C. Given the product [NH2:20][C:14]1[CH:15]=[CH:16][C:17]([NH:19][C:7](=[O:9])[CH2:6][N:1]2[CH:5]=[CH:4][N:3]=[CH:2]2)=[CH:18][C:13]=1[N+:10]([O-:12])=[O:11], predict the reactants needed to synthesize it. (7) Given the product [Br:11][C:8]1[CH:9]=[CH:10][C:5]([C@H:2]([NH:1][C:12](=[O:13])[O:14][C:15]([CH3:18])([CH3:17])[CH3:16])[CH2:3][OH:4])=[N:6][CH:7]=1, predict the reactants needed to synthesize it. The reactants are: [NH2:1][C@@H:2]([C:5]1[CH:10]=[CH:9][C:8]([Br:11])=[CH:7][N:6]=1)[CH2:3][OH:4].[C:12](O[C:12]([O:14][C:15]([CH3:18])([CH3:17])[CH3:16])=[O:13])([O:14][C:15]([CH3:18])([CH3:17])[CH3:16])=[O:13].C(N(CC)CC)C. (8) The reactants are: [Si:1]([O:8][CH2:9][C:10]1[CH:19]=[CH:18][C:13]([C:14]([NH:16][NH2:17])=[O:15])=[CH:12][CH:11]=1)([C:4]([CH3:7])([CH3:6])[CH3:5])([CH3:3])[CH3:2].Cl.[C:21](=N)(OCC)[CH2:22][CH3:23].CCN(CC)CC. Given the product [Si:1]([O:8][CH2:9][C:10]1[CH:11]=[CH:12][C:13]([C:14]2[O:15][C:21]([CH2:22][CH3:23])=[N:17][N:16]=2)=[CH:18][CH:19]=1)([C:4]([CH3:7])([CH3:6])[CH3:5])([CH3:3])[CH3:2], predict the reactants needed to synthesize it.